Dataset: Reaction yield outcomes from USPTO patents with 853,638 reactions. Task: Predict the reaction yield, written as a fraction of the theoretical maximum amount of product (1.0 means a 100% yield; for example, 0.34 means a 34% yield). (1) The product is [CH3:2][O:3][C:4]1[CH:5]=[CH:6][C:7]([CH:8]=[CH:30][C:52]2[CH:55]=[CH:56][C:49]([O:48][C:47]3[CH:57]=[CH:58][C:44]([CH2:43][CH:39]4[S:38][C:37](=[O:36])[NH:41][C:40]4=[O:42])=[CH:45][CH:46]=3)=[CH:50][CH:51]=2)=[CH:28][CH:29]=1. The yield is 0.330. The catalyst is C1COCC1. The reactants are [Cl-].[CH3:2][O:3][C:4]1[CH:29]=[CH:28][C:7]([CH2:8][P+](C2C=CC=CC=2)(C2C=CC=CC=2)C2C=CC=CC=2)=[CH:6][CH:5]=1.[CH3:30]C(C)([O-])C.[K+].[O:36]=[C:37]1[NH:41][C:40](=[O:42])[CH:39]([CH2:43][C:44]2[CH:58]=[CH:57][C:47]([O:48][C:49]3[CH:56]=[CH:55][C:52](C=O)=[CH:51][CH:50]=3)=[CH:46][CH:45]=2)[S:38]1.C(O)(=O)C. (2) The reactants are Cl[C:2]1[N:7]=[C:6]([NH:8][CH2:9][CH2:10][CH3:11])[N:5]=[C:4]([NH:12][CH2:13][CH2:14][CH3:15])[N:3]=1.[OH-:16].[Na+].O.Cl. The catalyst is O1CCOCC1. The product is [CH2:13]([NH:12][C:4]1[N:5]=[C:6]([NH:8][CH2:9][CH2:10][CH3:11])[N:7]=[C:2]([OH:16])[N:3]=1)[CH2:14][CH3:15]. The yield is 0.750. (3) The reactants are Cl[C:2]1[C:3]2[N:10]=[C:9]([CH2:11][CH3:12])[S:8][C:4]=2[N:5]=[CH:6][N:7]=1.[CH3:13][N:14]([CH3:22])[CH:15]1[CH2:20][CH2:19][CH:18]([NH2:21])[CH2:17][CH2:16]1.C(=O)([O-])[O-].[K+].[K+]. The catalyst is CN(C)C=O.O. The product is [CH2:11]([C:9]1[S:8][C:4]2[N:5]=[CH:6][N:7]=[C:2]([NH:21][CH:18]3[CH2:19][CH2:20][CH:15]([N:14]([CH3:22])[CH3:13])[CH2:16][CH2:17]3)[C:3]=2[N:10]=1)[CH3:12]. The yield is 0.100. (4) The reactants are [CH2:1]([CH:3]([CH2:19][CH3:20])[CH:4]([NH2:18])[C:5]1[N:9]([CH2:10][C:11]2[CH:16]=[CH:15][C:14]([F:17])=[CH:13][CH:12]=2)[N:8]=[CH:7][N:6]=1)[CH3:2].CCN(CC)CC.[Cl:28][C:29]1[S:33][C:32]([S:34](Cl)(=[O:36])=[O:35])=[CH:31][CH:30]=1. The catalyst is C(Cl)Cl. The product is [Cl:28][C:29]1[S:33][C:32]([S:34]([NH:18][CH:4]([C:5]2[N:9]([CH2:10][C:11]3[CH:12]=[CH:13][C:14]([F:17])=[CH:15][CH:16]=3)[N:8]=[CH:7][N:6]=2)[CH:3]([CH2:1][CH3:2])[CH2:19][CH3:20])(=[O:36])=[O:35])=[CH:31][CH:30]=1. The yield is 0.600. (5) The reactants are [O:1]=[C:2]([NH:17][C@@H:18]1[CH2:22][CH2:21][N:20]([CH:23]2[CH2:28][CH2:27][NH:26][CH2:25][CH2:24]2)[CH2:19]1)[CH2:3][NH:4][C:5](=[O:16])[C:6]1[CH:11]=[CH:10][CH:9]=[C:8]([C:12]([F:15])([F:14])[F:13])[CH:7]=1.C(N(CC)CC)C.[C:36](Cl)(=[O:46])[O:37][CH2:38][C:39]1[CH:44]=[CH:43][CH:42]=[CH:41][C:40]=1[Cl:45]. The catalyst is C(Cl)Cl. The product is [F:13][C:12]([F:15])([F:14])[C:8]1[CH:7]=[C:6]([CH:11]=[CH:10][CH:9]=1)[C:5]([NH:4][CH2:3][C:2]([NH:17][C@@H:18]1[CH2:22][CH2:21][N:20]([CH:23]2[CH2:24][CH2:25][N:26]([C:36]([O:37][CH2:38][C:39]3[CH:44]=[CH:43][CH:42]=[CH:41][C:40]=3[Cl:45])=[O:46])[CH2:27][CH2:28]2)[CH2:19]1)=[O:1])=[O:16]. The yield is 0.380. (6) The reactants are [F:1][C:2]1[CH:42]=[CH:41][C:5]([O:6][C:7]2[N:12]=[CH:11][C:10]([C:13]3[O:14][C:15]4[CH:25]=[C:24]([N:26]([CH3:31])[S:27]([CH3:30])(=[O:29])=[O:28])[C:23](B5OC(C)(C)C(C)(C)O5)=[CH:22][C:16]=4[C:17]=3[C:18]([NH:20][CH3:21])=[O:19])=[CH:9][CH:8]=2)=[CH:4][CH:3]=1.Cl[C:44]1[CH:45]=[CH:46][C:47]2[O:60][CH2:59][N:50]3[C:51]4[CH:52]=[CH:53][CH:54]=[C:55]([F:58])[C:56]=4[CH:57]=[C:49]3[C:48]=2[N:61]=1.C([O-])([O-])=O.[Na+].[Na+].CC(C1C=C(C(C)C)C(C2C=CC=CC=2P(C2CCCCC2)C2CCCCC2)=C(C(C)C)C=1)C. The catalyst is O1CCOCC1.C1C=CC(/C=C/C(/C=C/C2C=CC=CC=2)=O)=CC=1.C1C=CC(/C=C/C(/C=C/C2C=CC=CC=2)=O)=CC=1.C1C=CC(/C=C/C(/C=C/C2C=CC=CC=2)=O)=CC=1.[Pd].[Pd]. The product is [F:58][C:55]1[C:56]2[CH:57]=[C:49]3[C:48]4[N:61]=[C:44]([C:23]5[C:24]([N:26]([CH3:31])[S:27]([CH3:30])(=[O:28])=[O:29])=[CH:25][C:15]6[O:14][C:13]([C:10]7[CH:11]=[N:12][C:7]([O:6][C:5]8[CH:41]=[CH:42][C:2]([F:1])=[CH:3][CH:4]=8)=[CH:8][CH:9]=7)=[C:17]([C:18]([NH:20][CH3:21])=[O:19])[C:16]=6[CH:22]=5)[CH:45]=[CH:46][C:47]=4[O:60][CH2:59][N:50]3[C:51]=2[CH:52]=[CH:53][CH:54]=1. The yield is 0.300.